This data is from Full USPTO retrosynthesis dataset with 1.9M reactions from patents (1976-2016). The task is: Predict the reactants needed to synthesize the given product. (1) Given the product [CH:1]1([N:4]([CH:18]2[CH2:23][CH2:22][N:21]([C:25]3[CH:30]=[CH:29][CH:28]=[CH:27][N:26]=3)[CH2:20][CH2:19]2)[C:5](=[O:17])[C:6]2[CH:7]=[CH:8][C:9]([C:12]3[O:16][CH:15]=[N:14][CH:13]=3)=[CH:10][CH:11]=2)[CH2:3][CH2:2]1, predict the reactants needed to synthesize it. The reactants are: [CH:1]1([N:4]([CH:18]2[CH2:23][CH2:22][NH:21][CH2:20][CH2:19]2)[C:5](=[O:17])[C:6]2[CH:11]=[CH:10][C:9]([C:12]3[O:16][CH:15]=[N:14][CH:13]=3)=[CH:8][CH:7]=2)[CH2:3][CH2:2]1.F[C:25]1[CH:30]=[CH:29][CH:28]=[CH:27][N:26]=1. (2) Given the product [CH3:8][C:7]1[CH:6]=[C:5]([N:9]2[C:10](=[O:11])[C:12](=[N:13][NH:14][C:15]3[C:20]([OH:21])=[C:19]([C:22]4[CH:23]=[CH:24][CH:25]=[C:26]([C:28]([OH:30])=[O:29])[CH:27]=4)[CH:18]=[CH:17][CH:16]=3)[C:31]([CH3:33])=[N:32]2)[CH:4]=[CH:3][C:2]=1[CH3:1], predict the reactants needed to synthesize it. The reactants are: [CH3:1][C:2]1[CH:3]=[CH:4][C:5]([N:9]2[N:32]=[C:31]([CH3:33])/[C:12](=[N:13]/[NH:14][C:15]3[CH:16]=[CH:17][CH:18]=[C:19]([C:22]4[CH:23]=[CH:24][CH:25]=[C:26]([C:28]([OH:30])=[O:29])[CH:27]=4)[C:20]=3[OH:21])/[C:10]2=[O:11])=[CH:6][C:7]=1[CH3:8].